Dataset: Full USPTO retrosynthesis dataset with 1.9M reactions from patents (1976-2016). Task: Predict the reactants needed to synthesize the given product. (1) Given the product [CH2:1]([O:3][C:4]([C:6]1[NH:7][C:8]([I:19])=[N:9][C:10]=1[CH3:11])=[O:5])[CH3:2], predict the reactants needed to synthesize it. The reactants are: [CH2:1]([O:3][C:4]([C:6]1[NH:7][CH:8]=[N:9][C:10]=1[CH3:11])=[O:5])[CH3:2].C1C(=O)N([I:19])C(=O)C1. (2) Given the product [CH3:1][O:2][C:3]([C:5]1[C:6]([Cl:21])=[N:7][C:8]2[CH:9]=[C:10]3[O:20][CH2:19][CH2:18][O:17][C:11]3=[CH:12][C:13]=2[C:14]=1[CH2:15][N:29]1[CH2:30][CH2:31][N:26]([CH3:25])[CH2:27][CH2:28]1)=[O:4], predict the reactants needed to synthesize it. The reactants are: [CH3:1][O:2][C:3]([C:5]1[C:6]([Cl:21])=[N:7][C:8]2[CH:9]=[C:10]3[O:20][CH2:19][CH2:18][O:17][C:11]3=[CH:12][C:13]=2[C:14]=1[CH2:15]Cl)=[O:4].C(Cl)Cl.[CH3:25][N:26]1[CH2:31][CH2:30][NH:29][CH2:28][CH2:27]1. (3) Given the product [Br:8][C:5]1[CH:6]=[CH:7][C:2](=[O:1])[N:3]([CH3:9])[CH:4]=1, predict the reactants needed to synthesize it. The reactants are: [OH:1][C:2]1[CH:7]=[CH:6][C:5]([Br:8])=[CH:4][N:3]=1.[CH3:9]I. (4) Given the product [C:21]([O:9][CH2:8][C:6]1[CH:7]=[C:2]([F:1])[C:3]([C:11](=[O:20])[C:12]2[CH:17]=[CH:16][C:15]([O:18][CH3:19])=[CH:14][CH:13]=2)=[C:4]([OH:10])[CH:5]=1)(=[O:23])[CH3:22], predict the reactants needed to synthesize it. The reactants are: [F:1][C:2]1[C:3]([C:11](=[O:20])[C:12]2[CH:17]=[CH:16][C:15]([O:18][CH3:19])=[CH:14][CH:13]=2)=[C:4]([OH:10])[CH:5]=[C:6]([CH2:8][OH:9])[CH:7]=1.[C:21](OC=C)(=[O:23])[CH3:22].CCCC[Sn](Cl)(O[Sn](Cl)(CCCC)CCCC)CCCC. (5) Given the product [C:5]1([N:4]2[CH:3]=[CH:2][CH:12]=[CH:11][O:13]2)[CH:10]=[CH:9][CH:8]=[CH:7][CH:6]=1, predict the reactants needed to synthesize it. The reactants are: O[CH2:2][CH2:3][NH:4][C:5]1[CH:10]=[CH:9][CH:8]=[CH:7][CH:6]=1.[CH2:11]([OH:13])[CH3:12]. (6) The reactants are: [CH3:1][O:2][C:3]1[CH:4]=[C:5]([CH:8]=[CH:9][C:10]=1[O:11][CH3:12])[CH:6]=O.[CH3:13][O:14][CH:15]([O:18][CH3:19])[CH2:16][NH2:17]. Given the product [CH3:1][O:2][C:3]1[CH:4]=[C:5]([CH:8]=[CH:9][C:10]=1[O:11][CH3:12])[CH:6]=[N:17][CH2:16][CH:15]([O:18][CH3:19])[O:14][CH3:13], predict the reactants needed to synthesize it. (7) Given the product [CH3:45][O:46][CH2:47][CH2:48][C:49]([O:25][C:24]1[C:19]([C:18](=[O:28])[NH:17][C@H:11]2[CH2:10][CH2:9][CH2:8][C@H:7]([CH2:29][C:30]3[CH:31]=[CH:32][C:33]([O:36][CH3:37])=[CH:34][CH:35]=3)[C@@H:6]([O:5][CH2:4][CH:1]3[CH2:3][CH2:2]3)[C@H:14]([CH3:15])[O:13][C:12]2=[O:16])=[N:20][CH:21]=[CH:22][C:23]=1[O:26][CH3:27])=[O:50], predict the reactants needed to synthesize it. The reactants are: [CH:1]1([CH2:4][O:5][C@H:6]2[C@H:14]([CH3:15])[O:13][C:12](=[O:16])[C@@H:11]([NH:17][C:18](=[O:28])[C:19]3[C:24]([OH:25])=[C:23]([O:26][CH3:27])[CH:22]=[CH:21][N:20]=3)[CH2:10][CH2:9][CH2:8][C@@H:7]2[CH2:29][C:30]2[CH:35]=[CH:34][C:33]([O:36][CH3:37])=[CH:32][CH:31]=2)[CH2:3][CH2:2]1.CCN(CC)CC.[CH3:45][O:46][CH2:47][CH2:48][C:49](Cl)=[O:50].